From a dataset of Full USPTO retrosynthesis dataset with 1.9M reactions from patents (1976-2016). Predict the reactants needed to synthesize the given product. (1) Given the product [CH3:1][N:2]1[C:10]2[C:5](=[CH:6][CH:7]=[C:8]([S:11]([NH:48][C:46]3[S:47][C:43]([CH3:42])=[C:44]([C:49]([F:52])([F:50])[F:51])[N:45]=3)(=[O:12])=[O:14])[CH:9]=2)[C:4]([C:26]2[CH:31]=[CH:30][C:29]([C:32]([F:33])([F:35])[F:34])=[CH:28][C:27]=2[C:36]2[N:40]([CH3:41])[N:39]=[CH:38][CH:37]=2)=[CH:3]1, predict the reactants needed to synthesize it. The reactants are: [CH3:1][N:2]1[C:10]2[C:5](=[CH:6][CH:7]=[C:8]([S:11]([O:14]C3C(F)=C(F)C(F)=C(F)C=3F)(=O)=[O:12])[CH:9]=2)[C:4]([C:26]2[CH:31]=[CH:30][C:29]([C:32]([F:35])([F:34])[F:33])=[CH:28][C:27]=2[C:36]2[N:40]([CH3:41])[N:39]=[CH:38][CH:37]=2)=[CH:3]1.[CH3:42][C:43]1[S:47][C:46]([NH2:48])=[N:45][C:44]=1[C:49]([F:52])([F:51])[F:50].C[Si]([N-][Si](C)(C)C)(C)C.[Li+]. (2) Given the product [NH2:1][C:4]1[CH:5]=[CH:6][C:7]([O:10][CH:11]2[CH2:12][CH2:13][CH:14]([C:17]([O:19][C:20]([CH3:23])([CH3:22])[CH3:21])=[O:18])[CH2:15][CH2:16]2)=[N:8][CH:9]=1, predict the reactants needed to synthesize it. The reactants are: [N+:1]([C:4]1[CH:5]=[CH:6][C:7]([O:10][CH:11]2[CH2:16][CH2:15][CH:14]([C:17]([O:19][C:20]([CH3:23])([CH3:22])[CH3:21])=[O:18])[CH2:13][CH2:12]2)=[N:8][CH:9]=1)([O-])=O. (3) Given the product [N:7]1([C:5]([C:4]2[CH:11]=[CH:12][C:13]([O:15][C:16]3[CH:17]=[C:18]([CH:34]=[C:35]([O:37][C@@H:38]([CH3:51])[CH2:39][OH:40])[CH:36]=3)[C:19]([NH:21][C:22]3[CH:26]=[CH:25][NH:24][N:23]=3)=[O:20])=[C:2]([F:1])[CH:3]=2)=[O:6])[CH2:10][CH2:9][CH2:8]1, predict the reactants needed to synthesize it. The reactants are: [F:1][C:2]1[CH:3]=[C:4]([CH:11]=[CH:12][C:13]=1F)[C:5]([N:7]1[CH2:10][CH2:9][CH2:8]1)=[O:6].[OH:15][C:16]1[CH:17]=[C:18]([CH:34]=[C:35]([O:37][C@@H:38]([CH3:51])[CH2:39][O:40][Si](C(C)C)(C(C)C)C(C)C)[CH:36]=1)[C:19]([NH:21][C:22]1[CH:26]=[CH:25][N:24](C(OC(C)(C)C)=O)[N:23]=1)=[O:20]. (4) Given the product [NH:43]1[C:1]([C:3]2[CH:8]=[CH:7][CH:6]=[CH:5][C:4]=2[C:9]2[CH:10]=[CH:11][C:12]([CH2:15][N:16]3[C:24]4[C:19](=[CH:20][C:21]([C:25]([NH:27][CH:28]([C:31]5[CH:36]=[CH:35][CH:34]=[CH:33][CH:32]=5)[CH2:29][CH3:30])=[O:26])=[CH:22][CH:23]=4)[C:18]([CH3:37])=[C:17]3[CH3:38])=[CH:13][CH:14]=2)=[N:2][N:45]=[N:44]1, predict the reactants needed to synthesize it. The reactants are: [C:1]([C:3]1[CH:8]=[CH:7][CH:6]=[CH:5][C:4]=1[C:9]1[CH:14]=[CH:13][C:12]([CH2:15][N:16]2[C:24]3[C:19](=[CH:20][C:21]([C:25]([NH:27][CH:28]([C:31]4[CH:36]=[CH:35][CH:34]=[CH:33][CH:32]=4)[CH2:29][CH3:30])=[O:26])=[CH:22][CH:23]=3)[C:18]([CH3:37])=[C:17]2[CH3:38])=[CH:11][CH:10]=1)#[N:2].[Si]([N:43]=[N+:44]=[N-:45])(C)(C)C. (5) Given the product [OH:17][C:11]1[CH:16]=[CH:15][C:14]([C:2]([C:4]2[CH:5]=[CH:6][C:7]([OH:10])=[CH:8][CH:9]=2)([CH3:18])[CH3:1])=[CH:13][CH:12]=1, predict the reactants needed to synthesize it. The reactants are: [CH3:1][C:2]([C:4]1[CH:5]=[CH:6][C:7]([OH:10])=[CH:8][CH:9]=1)=O.[C:11]1([OH:17])[CH:16]=[CH:15][CH:14]=[CH:13][CH:12]=1.[CH3:18]C(C)=O. (6) The reactants are: [O-]CC.[Na+].[Na].[C:6]([O:12][CH2:13][CH3:14])(=[O:11])[CH2:7][C:8]([CH3:10])=[O:9].[CH2:15]([O:22][C:23]1[CH:28]=[CH:27][C:26]([C:29](=[O:33])[CH:30](Br)C)=[CH:25][CH:24]=1)[C:16]1[CH:21]=[CH:20][CH:19]=[CH:18][CH:17]=1. Given the product [CH2:13]([O:12][C:6](=[O:11])[CH:7]([CH2:30][C:29]([C:26]1[CH:27]=[CH:28][C:23]([O:22][CH2:15][C:16]2[CH:21]=[CH:20][CH:19]=[CH:18][CH:17]=2)=[CH:24][CH:25]=1)=[O:33])[C:8](=[O:9])[CH3:10])[CH3:14], predict the reactants needed to synthesize it.